This data is from Catalyst prediction with 721,799 reactions and 888 catalyst types from USPTO. The task is: Predict which catalyst facilitates the given reaction. (1) Reactant: Cl[C:2]1[N:7]=[C:6]([N:8]2[CH:12]=[C:11]([CH2:13][N:14]3[CH2:18][CH2:17][C@@H:16]([OH:19])[CH2:15]3)[C:10]([CH3:20])=[N:9]2)[CH:5]=[CH:4][N:3]=1.[Cl:21][C:22]1[C:30]2[C:25](=[CH:26][CH:27]=[C:28]([NH2:31])[CH:29]=2)[N:24]([CH:32]2[CH2:34][CH2:33]2)[CH:23]=1.C(=O)([O-])[O-].[K+].[K+].CC1(C)C2C(=C(P(C3C=CC=CC=3)C3C=CC=CC=3)C=CC=2)OC2C(P(C3C=CC=CC=3)C3C=CC=CC=3)=CC=CC1=2. Product: [Cl:21][C:22]1[C:30]2[C:25](=[CH:26][CH:27]=[C:28]([NH:31][C:2]3[N:7]=[C:6]([N:8]4[CH:12]=[C:11]([CH2:13][N:14]5[CH2:18][CH2:17][C@@H:16]([OH:19])[CH2:15]5)[C:10]([CH3:20])=[N:9]4)[CH:5]=[CH:4][N:3]=3)[CH:29]=2)[N:24]([CH:32]2[CH2:34][CH2:33]2)[CH:23]=1. The catalyst class is: 584. (2) Product: [OH:17][C:4]1[C:3]([NH:2]/[N:18]=[C:34]2/[C:33]([CH3:37])=[N:32][N:31]([C:27]3[CH:26]=[C:25]4[C:30](=[CH:29][CH:28]=3)[CH2:22][CH2:23][CH2:24]4)[C:35]/2=[O:36])=[CH:8][CH:7]=[CH:6][C:5]=1[C:9]1[O:13][C:12]([C:14]([OH:16])=[O:15])=[CH:11][CH:10]=1. The catalyst class is: 502. Reactant: Br.[NH2:2][C:3]1[C:4]([OH:17])=[C:5]([C:9]2[O:13][C:12]([C:14]([OH:16])=[O:15])=[CH:11][CH:10]=2)[CH:6]=[CH:7][CH:8]=1.[N:18]([O-])=O.[Na+].[CH2:22]1[C:30]2[C:25](=[CH:26][C:27]([N:31]3[C:35](=[O:36])[CH2:34][C:33]([CH3:37])=[N:32]3)=[CH:28][CH:29]=2)[CH2:24][CH2:23]1.C(=O)(O)[O-].[Na+]. (3) Reactant: [CH:1]1([N:9]2[CH2:14][CH2:13][CH:12]([NH:15][C:16]3[C:17]([NH2:22])=[CH:18][CH:19]=[CH:20][CH:21]=3)[CH2:11][CH2:10]2)[CH2:8][CH2:7][CH2:6][CH2:5][CH2:4][CH2:3][CH2:2]1.C1C=CC(O[C:30](OC2C=CC=CC=2)=[N:31][C:32]#[N:33])=CC=1. Product: [CH:1]1([N:9]2[CH2:10][CH2:11][CH:12]([N:15]3[C:16]4[CH:21]=[CH:20][CH:19]=[CH:18][C:17]=4[NH:22][C:30]3=[N:31][C:32]#[N:33])[CH2:13][CH2:14]2)[CH2:2][CH2:3][CH2:4][CH2:5][CH2:6][CH2:7][CH2:8]1. The catalyst class is: 9. (4) Reactant: [Cl:1][C:2]1[CH:7]=[CH:6][C:5]([N:8]2[C:12]([CH3:13])=[N:11][N:10]=[C:9]2[N:14]2[CH2:19][CH2:18][CH:17]([NH:20][C:21]3[C:26]([N+:27]([O-])=O)=[CH:25][CH:24]=[CH:23][N:22]=3)[CH2:16][CH2:15]2)=[CH:4][CH:3]=1.O1CCCC1.[H][H]. Product: [Cl:1][C:2]1[CH:3]=[CH:4][C:5]([N:8]2[C:12]([CH3:13])=[N:11][N:10]=[C:9]2[N:14]2[CH2:19][CH2:18][CH:17]([NH:20][C:21]3[C:26]([NH2:27])=[CH:25][CH:24]=[CH:23][N:22]=3)[CH2:16][CH2:15]2)=[CH:6][CH:7]=1. The catalyst class is: 470. (5) Reactant: [Br:1][C:2]1[C:3]([F:11])=[C:4]([CH:8]=[CH:9][CH:10]=1)C(O)=O.C1C=CC(P(N=[N+]=[N-])(C2C=CC=CC=2)=[O:19])=CC=1.C([N:31]([CH2:34]C)CC)C.[CH3:36][C:37]([OH:40])([CH3:39])[CH3:38]. Product: [C:37]([O:40][C:34]([NH:31][C:4]1[CH:8]=[CH:9][CH:10]=[C:2]([Br:1])[C:3]=1[F:11])=[O:19])([CH3:39])([CH3:38])[CH3:36]. The catalyst class is: 11.